This data is from NCI-60 drug combinations with 297,098 pairs across 59 cell lines. The task is: Regression. Given two drug SMILES strings and cell line genomic features, predict the synergy score measuring deviation from expected non-interaction effect. (1) Drug 1: CNC(=O)C1=CC=CC=C1SC2=CC3=C(C=C2)C(=NN3)C=CC4=CC=CC=N4. Drug 2: C1=CC(=CC=C1CCCC(=O)O)N(CCCl)CCCl. Cell line: SK-OV-3. Synergy scores: CSS=25.1, Synergy_ZIP=-0.201, Synergy_Bliss=4.97, Synergy_Loewe=3.28, Synergy_HSA=3.35. (2) Synergy scores: CSS=0.110, Synergy_ZIP=1.65, Synergy_Bliss=3.00, Synergy_Loewe=-0.570, Synergy_HSA=-0.231. Drug 2: CN1C(=O)N2C=NC(=C2N=N1)C(=O)N. Drug 1: CN(C)N=NC1=C(NC=N1)C(=O)N. Cell line: BT-549. (3) Drug 1: C1=CC(=C2C(=C1NCCNCCO)C(=O)C3=C(C=CC(=C3C2=O)O)O)NCCNCCO. Drug 2: C(CC(=O)O)C(=O)CN.Cl. Cell line: SF-295. Synergy scores: CSS=51.6, Synergy_ZIP=-7.78, Synergy_Bliss=-10.0, Synergy_Loewe=-9.82, Synergy_HSA=-6.37. (4) Drug 1: CC(C1=C(C=CC(=C1Cl)F)Cl)OC2=C(N=CC(=C2)C3=CN(N=C3)C4CCNCC4)N. Drug 2: C1=NC2=C(N=C(N=C2N1C3C(C(C(O3)CO)O)F)Cl)N. Cell line: CCRF-CEM. Synergy scores: CSS=63.1, Synergy_ZIP=0.0134, Synergy_Bliss=-0.696, Synergy_Loewe=-5.55, Synergy_HSA=-0.449. (5) Drug 1: COC1=C(C=C2C(=C1)N=CN=C2NC3=CC(=C(C=C3)F)Cl)OCCCN4CCOCC4. Drug 2: CC1CCC2CC(C(=CC=CC=CC(CC(C(=O)C(C(C(=CC(C(=O)CC(OC(=O)C3CCCCN3C(=O)C(=O)C1(O2)O)C(C)CC4CCC(C(C4)OC)O)C)C)O)OC)C)C)C)OC. Cell line: EKVX. Synergy scores: CSS=47.1, Synergy_ZIP=-4.28, Synergy_Bliss=-1.85, Synergy_Loewe=6.83, Synergy_HSA=8.09. (6) Drug 1: C1=CC(=C2C(=C1NCCNCCO)C(=O)C3=C(C=CC(=C3C2=O)O)O)NCCNCCO. Drug 2: CCC1(CC2CC(C3=C(CCN(C2)C1)C4=CC=CC=C4N3)(C5=C(C=C6C(=C5)C78CCN9C7C(C=CC9)(C(C(C8N6C=O)(C(=O)OC)O)OC(=O)C)CC)OC)C(=O)OC)O.OS(=O)(=O)O. Cell line: HOP-92. Synergy scores: CSS=54.4, Synergy_ZIP=4.42, Synergy_Bliss=4.46, Synergy_Loewe=3.94, Synergy_HSA=7.57. (7) Drug 1: CCC1(CC2CC(C3=C(CCN(C2)C1)C4=CC=CC=C4N3)(C5=C(C=C6C(=C5)C78CCN9C7C(C=CC9)(C(C(C8N6C)(C(=O)OC)O)OC(=O)C)CC)OC)C(=O)OC)O.OS(=O)(=O)O. Drug 2: C1CNP(=O)(OC1)N(CCCl)CCCl. Cell line: EKVX. Synergy scores: CSS=1.22, Synergy_ZIP=0.554, Synergy_Bliss=-0.928, Synergy_Loewe=-2.32, Synergy_HSA=-2.98.